This data is from Forward reaction prediction with 1.9M reactions from USPTO patents (1976-2016). The task is: Predict the product of the given reaction. (1) Given the reactants [CH3:1][Li].[C:3]1([CH2:9][C:10](=[O:12])[CH3:11])[CH:8]=[CH:7][CH:6]=[CH:5][CH:4]=1, predict the reaction product. The product is: [CH3:11][C:10]([OH:12])([CH2:9][C:3]1[CH:8]=[CH:7][CH:6]=[CH:5][CH:4]=1)[CH3:1]. (2) Given the reactants [NH2:1][C:2]1[CH:3]=[C:4]([CH:14]=[CH:15][C:16]=1[O:17][CH3:18])[C:5]([NH:7][C:8]1[CH:13]=[CH:12][CH:11]=[CH:10][CH:9]=1)=[O:6].[CH3:19][N:20]1[CH:24]=[C:23]([S:25](Cl)(=[O:27])=[O:26])[N:22]=[CH:21]1, predict the reaction product. The product is: [CH3:19][N:20]1[CH:24]=[C:23]([S:25]([NH:1][C:2]2[CH:3]=[C:4]([CH:14]=[CH:15][C:16]=2[O:17][CH3:18])[C:5]([NH:7][C:8]2[CH:13]=[CH:12][CH:11]=[CH:10][CH:9]=2)=[O:6])(=[O:27])=[O:26])[N:22]=[CH:21]1. (3) Given the reactants [NH2:1][C:2]1[CH:3]=[C:4]([C:8]2[C:17]3[C:12](=[C:13]([C:18]([F:21])([F:20])[F:19])[CH:14]=[CH:15][CH:16]=3)[N:11]=[CH:10][C:9]=2[C:22]([C:24]2[CH:29]=[CH:28][CH:27]=[CH:26][CH:25]=2)=[O:23])[CH:5]=[CH:6][CH:7]=1.[CH2:30]([O:32][C:33](=[O:44])[CH:34]([C:36]1[CH:41]=[CH:40][C:39]([CH:42]=O)=[CH:38][CH:37]=1)[OH:35])[CH3:31], predict the reaction product. The product is: [CH2:30]([O:32][C:33](=[O:44])[CH:34]([C:36]1[CH:37]=[CH:38][C:39]([CH2:42][NH:1][C:2]2[CH:7]=[CH:6][CH:5]=[C:4]([C:8]3[C:17]4[C:12](=[C:13]([C:18]([F:21])([F:19])[F:20])[CH:14]=[CH:15][CH:16]=4)[N:11]=[CH:10][C:9]=3[C:22](=[O:23])[C:24]3[CH:25]=[CH:26][CH:27]=[CH:28][CH:29]=3)[CH:3]=2)=[CH:40][CH:41]=1)[OH:35])[CH3:31]. (4) Given the reactants Cl[C:2]1[C:3](=[O:25])[O:4][C:5]([CH2:14][CH2:15][C:16]2[CH:21]=[CH:20][C:19]([O:22][CH3:23])=[C:18]([Cl:24])[CH:17]=2)([CH:9]2[CH2:13][CH2:12][CH2:11][CH2:10]2)[CH2:6][C:7]=1[OH:8].ClC1C(=O)OC(CCC2CCCCC=2)(C2CCCC2)CC=1O.[C:48]1([C:54]2[NH:58][N:57]=[C:56]([SH:59])[N:55]=2)[CH:53]=[CH:52][CH:51]=[CH:50][CH:49]=1.N1C=CC(C2NC(S)=NN=2)=CC=1, predict the reaction product. The product is: [Cl:24][C:18]1[CH:17]=[C:16]([CH2:15][CH2:14][C:5]2([CH:9]3[CH2:13][CH2:12][CH2:11][CH2:10]3)[O:4][C:3](=[O:25])[CH:2]([S:59][C:56]3[NH:55][C:54]([C:48]4[CH:53]=[CH:52][CH:51]=[CH:50][CH:49]=4)=[N:58][N:57]=3)[C:7](=[O:8])[CH2:6]2)[CH:21]=[CH:20][C:19]=1[O:22][CH3:23].